Dataset: Reaction yield outcomes from USPTO patents with 853,638 reactions. Task: Predict the reaction yield, written as a fraction of the theoretical maximum amount of product (1.0 means a 100% yield; for example, 0.34 means a 34% yield). The reactants are [NH:1]1[CH2:6][CH2:5][O:4][CH2:3][CH2:2]1.[NH:7]1[C:15]2[C:10](=[CH:11][CH:12]=[C:13]([C:16](O)=[O:17])[CH:14]=2)[CH:9]=[CH:8]1.Cl.CN(C)CCCN=C=NCC.ON1C2C=CC=CC=2N=N1.C(N(C(C)C)CC)(C)C. The catalyst is CN(C=O)C.CCOCC.O. The product is [NH:7]1[C:15]2[C:10](=[CH:11][CH:12]=[C:13]([C:16]([N:1]3[CH2:6][CH2:5][O:4][CH2:3][CH2:2]3)=[O:17])[CH:14]=2)[CH:9]=[CH:8]1. The yield is 0.760.